This data is from Forward reaction prediction with 1.9M reactions from USPTO patents (1976-2016). The task is: Predict the product of the given reaction. (1) The product is: [O:24]=[CH:16][CH2:17][CH2:18][CH2:19][CH2:20][C:21]([OH:23])=[O:22]. Given the reactants [N+](=C)=[N-].C1(C2C=CC=CC=2)C=CC=CC=1.[C:16](O)(=[O:24])[CH2:17][CH2:18][CH2:19][CH2:20][C:21]([OH:23])=[O:22], predict the reaction product. (2) Given the reactants [CH3:1][O:2][C:3]1[CH:8]=[CH:7][C:6]([C:9]2[N:13]([C:14]3[CH:19]=[CH:18][CH:17]=[CH:16][CH:15]=3)[N:12]=[C:11]([CH2:20][CH2:21][CH:22]=O)[CH:10]=2)=[CH:5][CH:4]=1.[CH3:24][O:25][C:26]1[CH:31]=[CH:30][C:29]([N:32]2[CH2:37][CH2:36][NH:35][CH2:34][CH2:33]2)=[CH:28][CH:27]=1.CCN(C(C)C)C(C)C.[BH-](OC(C)=O)(OC(C)=O)OC(C)=O.[Na+], predict the reaction product. The product is: [CH3:24][O:25][C:26]1[CH:27]=[CH:28][C:29]([N:32]2[CH2:37][CH2:36][N:35]([CH2:22][CH2:21][CH2:20][C:11]3[CH:10]=[C:9]([C:6]4[CH:7]=[CH:8][C:3]([O:2][CH3:1])=[CH:4][CH:5]=4)[N:13]([C:14]4[CH:19]=[CH:18][CH:17]=[CH:16][CH:15]=4)[N:12]=3)[CH2:34][CH2:33]2)=[CH:30][CH:31]=1.